Binary Classification. Given a T-cell receptor sequence (or CDR3 region) and an epitope sequence, predict whether binding occurs between them. From a dataset of TCR-epitope binding with 47,182 pairs between 192 epitopes and 23,139 TCRs. (1) The epitope is AYILFTRFFYV. The TCR CDR3 sequence is CSHPDMNTGELFF. Result: 1 (the TCR binds to the epitope). (2) The epitope is KPLEFGATSAAL. The TCR CDR3 sequence is CASSQEWTGTGLREQYF. Result: 0 (the TCR does not bind to the epitope). (3) The epitope is DPFRLLQNSQVFS. The TCR CDR3 sequence is CASSDYSGGLSEQFF. Result: 0 (the TCR does not bind to the epitope). (4) The epitope is NLNESLIDL. The TCR CDR3 sequence is CASSLRVFHNEQFF. Result: 0 (the TCR does not bind to the epitope). (5) The epitope is GVAMPNLYK. The TCR CDR3 sequence is CSAPPLGLATEQFF. Result: 0 (the TCR does not bind to the epitope). (6) The epitope is SEVGPEHSLAEY. The TCR CDR3 sequence is CASSQEPSGGAGETQYF. Result: 1 (the TCR binds to the epitope). (7) The epitope is IVTDFSVIK. The TCR CDR3 sequence is CASSLEASGPYNEQFF. Result: 1 (the TCR binds to the epitope).